Dataset: Forward reaction prediction with 1.9M reactions from USPTO patents (1976-2016). Task: Predict the product of the given reaction. (1) Given the reactants Cl.[NH2:2][C:3]([NH2:5])=[NH:4].[CH3:6][CH:7]([C:13](OCC)=[O:14])[C:8](OCC)=[O:9].C[O-].[Na+], predict the reaction product. The product is: [NH2:4][C:3]1[N:5]=[C:8]([OH:9])[C:7]([CH3:6])=[C:13]([OH:14])[N:2]=1. (2) Given the reactants [CH3:1][O:2][C:3]1[CH:8]=[CH:7][C:6]([CH2:9][O:10][C:11]2[CH:16]=[CH:15][C:14]([CH:17]=[C:18]3[C:23](=[O:24])[O:22]C(C)(C)OC3=O)=[CH:13][CH:12]=2)=[CH:5][CH:4]=1.[C:28]([Mg]Br)#[C:29][CH3:30], predict the reaction product. The product is: [CH3:1][O:2][C:3]1[CH:4]=[CH:5][C:6]([CH2:9][O:10][C:11]2[CH:12]=[CH:13][C:14]([CH:17]([C:28]#[C:29][CH3:30])[CH2:18][C:23]([OH:22])=[O:24])=[CH:15][CH:16]=2)=[CH:7][CH:8]=1. (3) Given the reactants [CH3:1][C:2]([N:10]1[CH:14]=[C:13]([NH:15][C:16](=[O:23])[CH:17]([NH2:22])[CH2:18][CH:19]([CH3:21])[CH3:20])[N:12]=[CH:11]1)([CH3:9])[CH2:3][N:4]1[CH2:8][CH2:7][CH2:6][CH2:5]1.[F:24][C:25]1[CH:26]=[C:27]([CH2:32][C:33](O)=[O:34])[CH:28]=[C:29]([F:31])[CH:30]=1, predict the reaction product. The product is: [CH3:1][C:2]([N:10]1[CH:14]=[C:13]([NH:15][C:16](=[O:23])[CH:17]([NH:22][C:33](=[O:34])[CH2:32][C:27]2[CH:26]=[C:25]([F:24])[CH:30]=[C:29]([F:31])[CH:28]=2)[CH2:18][CH:19]([CH3:20])[CH3:21])[N:12]=[CH:11]1)([CH3:9])[CH2:3][N:4]1[CH2:8][CH2:7][CH2:6][CH2:5]1.